From a dataset of Forward reaction prediction with 1.9M reactions from USPTO patents (1976-2016). Predict the product of the given reaction. (1) The product is: [C:1]([O:7][CH2:8][C@@H:9]([O:10][C:11]([CH3:14])([CH3:13])[CH3:12])[C:15]1[C:30]([CH3:31])=[CH:29][C:18]2[N:19]=[C:20]([C:22]3[CH:23]=[N:24][CH:25]=[C:26]([C:45]4[CH:44]=[C:43]5[C:48](=[CH:47][CH:46]=4)[N:40]([CH3:39])[N:41]=[CH:42]5)[CH:27]=3)[S:21][C:17]=2[C:16]=1[C:32]1[CH:37]=[CH:36][C:35]([Cl:38])=[CH:34][CH:33]=1)(=[O:6])[C:2]([CH3:5])([CH3:4])[CH3:3]. Given the reactants [C:1]([O:7][CH2:8][C@H:9]([C:15]1[C:30]([CH3:31])=[CH:29][C:18]2[N:19]=[C:20]([C:22]3[CH:23]=[N:24][CH:25]=[C:26](Br)[CH:27]=3)[S:21][C:17]=2[C:16]=1[C:32]1[CH:37]=[CH:36][C:35]([Cl:38])=[CH:34][CH:33]=1)[O:10][C:11]([CH3:14])([CH3:13])[CH3:12])(=[O:6])[C:2]([CH3:5])([CH3:4])[CH3:3].[CH3:39][N:40]1[C:48]2[C:43](=[CH:44][C:45](B(O)O)=[CH:46][CH:47]=2)[CH:42]=[N:41]1.C(OCC)(=O)C, predict the reaction product. (2) Given the reactants OO.[Si]([O:10][CH2:11][CH:12]1[CH2:27][C:26]2[C:14](=[CH:15][C:16]3[N+:21]([O-:22])=[N:20][C:19]([CH2:23][CH3:24])=[N:18][C:17]=3[CH:25]=2)[CH2:13]1)(C(C)(C)C)(C)C.CC(O)=[O:30].O, predict the reaction product. The product is: [CH2:23]([C:19]1[N:20]=[N+:21]([O-:22])[C:16]2[CH:15]=[C:14]3[C:26]([CH2:27][CH:12]([CH2:11][OH:10])[CH2:13]3)=[CH:25][C:17]=2[N+:18]=1[O-:30])[CH3:24].